Dataset: Full USPTO retrosynthesis dataset with 1.9M reactions from patents (1976-2016). Task: Predict the reactants needed to synthesize the given product. Given the product [Cl:8][C:9]1[CH:10]=[C:11]2[NH:29][C:28]([O:30][C@@H:31]3[CH2:35][O:34][C@@H:33]4[C@:36]([CH2:40][C:41]([NH2:3])=[O:42])([OH:39])[CH2:37][O:38][C@H:32]34)=[N:27][C:12]2=[N:13][C:14]=1[C:15]1[CH:16]=[CH:17][C:18]([C:21]2[CH:26]=[CH:25][CH:24]=[CH:23][CH:22]=2)=[CH:19][CH:20]=1, predict the reactants needed to synthesize it. The reactants are: C([N:3](CC)CC)C.[Cl:8][C:9]1[CH:10]=[C:11]2[NH:29][C:28]([O:30][C@@H:31]3[CH2:35][O:34][C@@H:33]4[C@:36]([CH2:40][C:41](O)=[O:42])([OH:39])[CH2:37][O:38][C@H:32]34)=[N:27][C:12]2=[N:13][C:14]=1[C:15]1[CH:20]=[CH:19][C:18]([C:21]2[CH:26]=[CH:25][CH:24]=[CH:23][CH:22]=2)=[CH:17][CH:16]=1.ClC(OCC)=O.N.C[Si](C)(C)[O-].[K+].[OH-].[Na+].